Dataset: Forward reaction prediction with 1.9M reactions from USPTO patents (1976-2016). Task: Predict the product of the given reaction. (1) Given the reactants Br[C:2]1[CH:3]=[C:4]([C:8]2[CH:13]=[CH:12][CH:11]=[CH:10][CH:9]=2)[CH:5]=[CH:6][CH:7]=1.[B:14]1([B:14]2[O:18][C:17]([CH3:20])([CH3:19])[C:16]([CH3:22])([CH3:21])[O:15]2)[O:18][C:17]([CH3:20])([CH3:19])[C:16]([CH3:22])([CH3:21])[O:15]1.C(=O)([O-])[O-].[Cs+].[Cs+].C([O-])(=O)C.[K+].[Cl-].[Na+], predict the reaction product. The product is: [C:4]1([C:8]2[CH:13]=[CH:12][CH:11]=[CH:10][CH:9]=2)[CH:5]=[CH:6][CH:7]=[C:2]([B:14]2[O:18][C:17]([CH3:20])([CH3:19])[C:16]([CH3:22])([CH3:21])[O:15]2)[CH:3]=1. (2) Given the reactants Cl[C:2]1[CH:7]=[CH:6][CH:5]=[CH:4][N:3]=1.[N+:8]([C:11]1[CH:16]=[CH:15][C:14](B(O)O)=[CH:13][CH:12]=1)([O-])=O.C([O-])([O-])=O.[Cs+].[Cs+].C1(P(C2C=CC=CC=2)C2C=CC=CC=2)C=CC=CC=1.[H][H].C(N(CC)CC)C.[CH3:54][C:55]([O:58][C:59](O[C:59]([O:58][C:55]([CH3:57])([CH3:56])[CH3:54])=[O:60])=[O:60])([CH3:57])[CH3:56], predict the reaction product. The product is: [NH2:8][C:11]1[CH:16]=[CH:15][C:14]([CH:2]2[CH2:7][CH2:6][CH2:5][CH2:4][N:3]2[C:59]([O:58][C:55]([CH3:57])([CH3:56])[CH3:54])=[O:60])=[CH:13][CH:12]=1. (3) The product is: [SH:4][CH2:5][CH2:6][CH2:7][CH2:8][CH2:9][CH2:10][CH2:11][CH2:12]/[C:13](=[C:19](\[CH2:25][CH2:26][CH2:27][CH2:28][CH2:29][CH2:30][CH2:31][CH2:32][SH:33])/[CH2:20][CH2:21][OH:22])/[CH2:14][CH2:15][OH:16]. Given the reactants C([S:4][CH2:5][CH2:6][CH2:7][CH2:8][CH2:9][CH2:10][CH2:11][CH2:12][C:13](=[C:19]([CH2:25][CH2:26][CH2:27][CH2:28][CH2:29][CH2:30][CH2:31][CH2:32][S:33]C(=O)C)[CH2:20][C:21](OC)=[O:22])[CH2:14][C:15](OC)=[O:16])(=O)C.C1COCC1.CC(C[AlH]CC(C)C)C, predict the reaction product.